Dataset: Reaction yield outcomes from USPTO patents with 853,638 reactions. Task: Predict the reaction yield, written as a fraction of the theoretical maximum amount of product (1.0 means a 100% yield; for example, 0.34 means a 34% yield). (1) The reactants are [Cl:1][C:2]1[CH:3]=[C:4]2[C:12](=[CH:13][CH:14]=1)[NH:11][C:10]1[CH2:9][N:8]([C:15]([C:17]3[CH:22]=[CH:21][CH:20]=[CH:19][CH:18]=3)=[O:16])[CH2:7][CH2:6][C:5]2=1.C(C1C(=O)C(Cl)=C(Cl)C(=[O:28])C=1C#N)#N.C1COCC1.O. The catalyst is C1COCC1. The product is [C:15]([N:8]1[CH2:7][C:6](=[O:28])[C:5]2[C:4]3[C:12](=[CH:13][CH:14]=[C:2]([Cl:1])[CH:3]=3)[NH:11][C:10]=2[CH2:9]1)(=[O:16])[C:17]1[CH:18]=[CH:19][CH:20]=[CH:21][CH:22]=1. The yield is 0.750. (2) The product is [Cl:34][C:30]1[CH:29]=[C:28]([C:27]2[C:12]3[C:11](=[CH:16][CH:15]=[C:14]([C:17](=[O:26])[C:18]4[CH:19]=[CH:20][C:21]([O:24][CH3:25])=[CH:22][CH:23]=4)[CH:13]=3)[NH:10][C:8](=[O:9])[N:1]=2)[CH:33]=[CH:32][CH:31]=1. The catalyst is CS(C)=O. The yield is 0.770. The reactants are [NH4+:1].C([O-])(=O)C.ClC(Cl)(Cl)[C:8]([NH:10][C:11]1[CH:16]=[CH:15][C:14]([C:17](=[O:26])[C:18]2[CH:23]=[CH:22][C:21]([O:24][CH3:25])=[CH:20][CH:19]=2)=[CH:13][C:12]=1[C:27](=O)[C:28]1[CH:33]=[CH:32][CH:31]=[C:30]([Cl:34])[CH:29]=1)=[O:9]. (3) The reactants are [N:1]1([C:7]2[CH:14]=[CH:13][C:10]([C:11]#[N:12])=[CH:9][CH:8]=2)[CH2:6][CH2:5][NH:4][CH2:3][CH2:2]1.C(S([O-])(=O)=O)(F)(F)F.C(S([O-])(=O)=O)(F)(F)F.C(S([O-])(=O)=O)(F)(F)F.[Yb+3].[C:40]([O:44][CH2:45][CH3:46])(=[O:43])[CH:41]=[CH2:42]. The catalyst is C(#N)C. The product is [C:11]([C:10]1[CH:9]=[CH:8][C:7]([N:1]2[CH2:6][CH2:5][N:4]([CH2:42][CH2:41][C:40]([O:44][CH2:45][CH3:46])=[O:43])[CH2:3][CH2:2]2)=[CH:14][CH:13]=1)#[N:12]. The yield is 0.860. (4) The reactants are [CH3:1][O:2][C:3]1[CH:15]=[CH:14][C:6]([CH2:7][N:8]2[C:12]([NH2:13])=[CH:11][CH:10]=[N:9]2)=[CH:5][CH:4]=1.C([O:18][CH:19]=[C:20]([C:26](OCC)=O)[C:21]([O:23][CH2:24][CH3:25])=[O:22])C. The catalyst is C1(OC2C=CC=CC=2)C=CC=CC=1. The product is [OH:18][C:19]1[C:20]([C:21]([O:23][CH2:24][CH3:25])=[O:22])=[CH:26][N:13]=[C:12]2[N:8]([CH2:7][C:6]3[CH:5]=[CH:4][C:3]([O:2][CH3:1])=[CH:15][CH:14]=3)[N:9]=[CH:10][C:11]=12. The yield is 0.800. (5) The reactants are [OH:1][C:2]1[CH:3]=[C:4]2[C:9](=[CH:10][C:11]=1[CH3:12])[C:8](=[O:13])[CH2:7][CH2:6][C:5]2([CH3:15])[CH3:14].C1C=CC(N([S:23]([C:26]([F:29])([F:28])[F:27])(=[O:25])=[O:24])[S:23]([C:26]([F:29])([F:28])[F:27])(=[O:25])=[O:24])=CC=1.C(OCC)(=O)C. The catalyst is CN(C)C1C=CN=CC=1.ClCCl.CCCCCC. The product is [CH3:12][C:11]1[C:2]([O:1][S:23]([C:26]([F:29])([F:28])[F:27])(=[O:25])=[O:24])=[CH:3][C:4]2[C:5]([CH3:15])([CH3:14])[CH2:6][CH2:7][C:8](=[O:13])[C:9]=2[CH:10]=1. The yield is 0.750. (6) The reactants are [Br:1][C:2]1[C:3]([CH3:9])=[N:4][C:5](Cl)=[CH:6][CH:7]=1.Cl.[NH:11]1[CH2:15][CH2:14][C@H:13]([OH:16])[CH2:12]1.CCN(CC)CC. The catalyst is CN(C=O)C. The product is [Br:1][C:2]1[CH:7]=[CH:6][C:5]([N:11]2[CH2:15][CH2:14][C@H:13]([OH:16])[CH2:12]2)=[N:4][C:3]=1[CH3:9]. The yield is 0.180. (7) The product is [CH2:1]([O:3][C:4](=[O:26])[CH2:5][CH2:6][CH2:7][O:8][C:9]1[C:10]([F:25])=[CH:11][C:12]([C:32]2[CH:31]=[CH:30][N:29]=[C:28]([Cl:27])[CH:33]=2)=[CH:13][C:14]=1[F:15])[CH3:2]. The catalyst is C1C=CC(P(C2C=CC=CC=2)[C-]2C=CC=C2)=CC=1.C1C=CC(P(C2C=CC=CC=2)[C-]2C=CC=C2)=CC=1.Cl[Pd]Cl.[Fe+2].C(Cl)Cl.O.C1COCC1. The yield is 0.870. The reactants are [CH2:1]([O:3][C:4](=[O:26])[CH2:5][CH2:6][CH2:7][O:8][C:9]1[C:14]([F:15])=[CH:13][C:12](B2OC(C)(C)C(C)(C)O2)=[CH:11][C:10]=1[F:25])[CH3:2].[Cl:27][C:28]1[CH:33]=[C:32](I)[CH:31]=[CH:30][N:29]=1.C([O-])([O-])=O.[K+].[K+].N#N. (8) The reactants are [NH2:1][CH2:2][C:3]1([OH:16])[CH2:8][CH2:7][N:6]([C:9]([O:11][C:12]([CH3:15])([CH3:14])[CH3:13])=[O:10])[CH2:5][CH2:4]1.[Br:17][C:18]([F:25])([F:24])[C:19](OCC)=[O:20]. The catalyst is CN(C)C=O.C(OCC)(=O)C.O.[Cl-].[Na+].O. The product is [Br:17][C:18]([F:25])([F:24])[C:19]([NH:1][CH2:2][C:3]1([OH:16])[CH2:4][CH2:5][N:6]([C:9]([O:11][C:12]([CH3:13])([CH3:15])[CH3:14])=[O:10])[CH2:7][CH2:8]1)=[O:20]. The yield is 0.990. (9) The reactants are [F-].[Cs+].C(OC([N:10]1[C:19]2[C:14](=[CH:15][CH:16]=[C:17]([CH2:20][CH2:21][O:22][C:23]3[CH:24]=[C:25]4[C:29](=[CH:30][CH:31]=3)[NH:28][CH:27]=[CH:26]4)[N:18]=2)[CH2:13][CH2:12][CH2:11]1)=O)(C)(C)C.[C:32]1([C:38]#[C:39][C:40]([O:42]CC)=[O:41])[CH:37]=[CH:36][CH:35]=[CH:34][CH:33]=1. The catalyst is CN(C=O)C.O.C(OCC)(=O)C. The product is [C:32]1([CH:38]([N:28]2[C:29]3[C:25](=[CH:24][C:23]([O:22][CH2:21][CH2:20][C:17]4[CH:16]=[CH:15][C:14]5[CH2:13][CH2:12][CH2:11][NH:10][C:19]=5[N:18]=4)=[CH:31][CH:30]=3)[CH:26]=[CH:27]2)[CH2:39][C:40]([OH:42])=[O:41])[CH:33]=[CH:34][CH:35]=[CH:36][CH:37]=1. The yield is 0.880. (10) The reactants are C(O[C:6]([NH:8][CH2:9][CH2:10][O:11][C:12](=[O:36])[CH2:13][O:14][C:15]1[CH:20]=[CH:19][C:18]([CH2:21][CH2:22][CH2:23][CH2:24][NH:25][C:26]([O:28][CH2:29][C:30]2[CH:35]=[CH:34][CH:33]=[CH:32][CH:31]=2)=[O:27])=[CH:17][CH:16]=1)=O)(C)(C)C.[CH2:37](OC(NCCC[CH2:37][C:38]1C=CC(OCC(O)=O)=[CH:40][CH:39]=1)=O)[C:38]1C=CC=[CH:40][CH:39]=1. No catalyst specified. The product is [N:8]1([CH2:9][CH2:10][O:11][C:12](=[O:36])[CH2:13][O:14][C:15]2[CH:16]=[CH:17][C:18]([CH2:21][CH2:22][CH2:23][CH2:24][NH:25][C:26]([O:28][CH2:29][C:30]3[CH:31]=[CH:32][CH:33]=[CH:34][CH:35]=3)=[O:27])=[CH:19][CH:20]=2)[CH2:6][CH2:40][CH2:39][CH2:38][CH2:37]1. The yield is 0.600.